Dataset: Reaction yield outcomes from USPTO patents with 853,638 reactions. Task: Predict the reaction yield, written as a fraction of the theoretical maximum amount of product (1.0 means a 100% yield; for example, 0.34 means a 34% yield). (1) The reactants are [N+:1]([C:4]1[C:5]([NH:28][CH3:29])=[CH:6][C:7]([O:23][CH2:24][CH:25]([F:27])[F:26])=[C:8]([CH:22]=1)[C:9]([NH:11][C@H:12]1[CH2:17][CH2:16][C@H:15]([C:18]([F:21])([F:20])[F:19])[CH2:14][CH2:13]1)=[O:10])([O-])=O.[H][H]. The catalyst is [Pd]. The product is [NH2:1][C:4]1[C:5]([NH:28][CH3:29])=[CH:6][C:7]([O:23][CH2:24][CH:25]([F:26])[F:27])=[C:8]([CH:22]=1)[C:9]([NH:11][C@H:12]1[CH2:13][CH2:14][C@H:15]([C:18]([F:21])([F:20])[F:19])[CH2:16][CH2:17]1)=[O:10]. The yield is 0.980. (2) The reactants are [NH2:1][CH2:2][C@@H:3]([N:5]1[CH:9]=[CH:8][C:7]([C:10]2[CH:17]=[CH:16][C:13]([C:14]#[N:15])=[C:12]([Cl:18])[CH:11]=2)=[N:6]1)[CH3:4].[C:19]([C:22]1[O:23][CH:24]=[C:25]([C:27](O)=[O:28])[N:26]=1)(=[O:21])[CH3:20]. No catalyst specified. The product is [C:19]([C:22]1[O:23][CH:24]=[C:25]([C:27]([NH:1][CH2:2][C@@H:3]([N:5]2[CH:9]=[CH:8][C:7]([C:10]3[CH:17]=[CH:16][C:13]([C:14]#[N:15])=[C:12]([Cl:18])[CH:11]=3)=[N:6]2)[CH3:4])=[O:28])[N:26]=1)(=[O:21])[CH3:20]. The yield is 0.360. (3) The reactants are O=O.[CH2:3]([N:10]1[CH2:14][C:13]([C:15]2[CH:20]=[CH:19][C:18]([Cl:21])=[CH:17][CH:16]=2)=[C:12]([C:22]([OH:24])=[O:23])[CH2:11]1)[C:4]1[CH:9]=[CH:8][CH:7]=[CH:6][CH:5]=1.[H][H]. The catalyst is CO. The product is [CH2:3]([N:10]1[CH2:14][C@H:13]([C:15]2[CH:16]=[CH:17][C:18]([Cl:21])=[CH:19][CH:20]=2)[C@H:12]([C:22]([OH:24])=[O:23])[CH2:11]1)[C:4]1[CH:5]=[CH:6][CH:7]=[CH:8][CH:9]=1. The yield is 0.990. (4) The reactants are [CH3:1][C:2]1([CH3:12])[NH:7][CH2:6][C:5]2C=CC=C[C:4]=2O1.[H-].[H-].[H-].[H-].[Li+].[Al+3].[CH2:19]1[CH2:23][O:22][CH2:21][CH2:20]1. No catalyst specified. The product is [CH:2]([NH:7][C:6]1[CH:5]=[CH:4][CH:21]=[CH:20][C:19]=1[CH2:23][OH:22])([CH3:12])[CH3:1]. The yield is 0.950. (5) The reactants are N1(O)CCOCC1.[CH3:8][CH:9](NC(C)(C)C)[C:10]([C:12]1[CH:13]=[CH:14][CH:15]=[C:16]([Cl:18])[CH:17]=1)=[O:11].Cl.ClC1C=C(C(=O)CC)C=CC=1.[Br-:36].[Br-].O1CCOCC1. The catalyst is O1CCOCC1.O. The product is [Br:36][CH:9]([CH3:8])[C:10]([C:12]1[CH:13]=[CH:14][CH:15]=[C:16]([Cl:18])[CH:17]=1)=[O:11]. The yield is 0.850. (6) The reactants are C1COCC1.[CH3:6][O:7][C:8]1[CH:13]=[CH:12][C:11]([N:14]2[CH2:19][CH2:18][N:17]([C:20]3[C:21]([CH3:34])=[C:22]([CH3:33])[C:23]4[O:27][C:26]([CH2:29][OH:30])([CH3:28])[CH2:25][C:24]=4[C:31]=3[CH3:32])[CH2:16][CH2:15]2)=[CH:10][CH:9]=1.C(N(CC)CC)C.[CH3:42][S:43](Cl)(=[O:45])=[O:44]. The catalyst is O.C(OCC)(=O)C. The product is [CH3:42][S:43]([O:30][CH2:29][C:26]1([CH3:28])[CH2:25][C:24]2[C:31]([CH3:32])=[C:20]([N:17]3[CH2:16][CH2:15][N:14]([C:11]4[CH:10]=[CH:9][C:8]([O:7][CH3:6])=[CH:13][CH:12]=4)[CH2:19][CH2:18]3)[C:21]([CH3:34])=[C:22]([CH3:33])[C:23]=2[O:27]1)(=[O:45])=[O:44]. The yield is 0.920. (7) The reactants are [H-].[Na+].[CH3:3][O:4][C:5]1[CH:13]=[CH:12][C:8]2[NH:9][CH:10]=[N:11][C:7]=2[CH:6]=1.[CH3:14]I. The catalyst is CN(C=O)C.O. The product is [CH3:3][O:4][C:5]1[CH:13]=[CH:12][C:8]2[N:9]([CH3:14])[CH:10]=[N:11][C:7]=2[CH:6]=1. The yield is 0.545.